Regression. Given two drug SMILES strings and cell line genomic features, predict the synergy score measuring deviation from expected non-interaction effect. From a dataset of NCI-60 drug combinations with 297,098 pairs across 59 cell lines. (1) Drug 1: CS(=O)(=O)C1=CC(=C(C=C1)C(=O)NC2=CC(=C(C=C2)Cl)C3=CC=CC=N3)Cl. Drug 2: C1=NC(=NC(=O)N1C2C(C(C(O2)CO)O)O)N. Cell line: HS 578T. Synergy scores: CSS=2.75, Synergy_ZIP=3.03, Synergy_Bliss=9.14, Synergy_Loewe=-1.88, Synergy_HSA=2.51. (2) Drug 1: CNC(=O)C1=CC=CC=C1SC2=CC3=C(C=C2)C(=NN3)C=CC4=CC=CC=N4. Drug 2: CC1C(C(CC(O1)OC2CC(CC3=C2C(=C4C(=C3O)C(=O)C5=C(C4=O)C(=CC=C5)OC)O)(C(=O)C)O)N)O.Cl. Cell line: K-562. Synergy scores: CSS=48.7, Synergy_ZIP=5.35, Synergy_Bliss=8.35, Synergy_Loewe=6.43, Synergy_HSA=9.39. (3) Drug 1: CC12CCC(CC1=CCC3C2CCC4(C3CC=C4C5=CN=CC=C5)C)O. Drug 2: C1C(C(OC1N2C=NC(=NC2=O)N)CO)O. Cell line: MDA-MB-231. Synergy scores: CSS=16.3, Synergy_ZIP=3.34, Synergy_Bliss=2.79, Synergy_Loewe=2.29, Synergy_HSA=4.97. (4) Drug 1: CC(C1=C(C=CC(=C1Cl)F)Cl)OC2=C(N=CC(=C2)C3=CN(N=C3)C4CCNCC4)N. Drug 2: CC1OCC2C(O1)C(C(C(O2)OC3C4COC(=O)C4C(C5=CC6=C(C=C35)OCO6)C7=CC(=C(C(=C7)OC)O)OC)O)O. Cell line: OVCAR-8. Synergy scores: CSS=34.2, Synergy_ZIP=3.39, Synergy_Bliss=5.91, Synergy_Loewe=-4.10, Synergy_HSA=5.92. (5) Drug 1: CN(C)N=NC1=C(NC=N1)C(=O)N. Drug 2: C1=NC2=C(N=C(N=C2N1C3C(C(C(O3)CO)O)O)F)N. Cell line: KM12. Synergy scores: CSS=27.1, Synergy_ZIP=8.96, Synergy_Bliss=13.4, Synergy_Loewe=13.8, Synergy_HSA=15.1. (6) Drug 1: COC1=CC(=CC(=C1O)OC)C2C3C(COC3=O)C(C4=CC5=C(C=C24)OCO5)OC6C(C(C7C(O6)COC(O7)C8=CC=CS8)O)O. Drug 2: C1CC(C1)(C(=O)O)C(=O)O.[NH2-].[NH2-].[Pt+2]. Cell line: PC-3. Synergy scores: CSS=26.2, Synergy_ZIP=-9.16, Synergy_Bliss=-2.49, Synergy_Loewe=0.429, Synergy_HSA=2.56. (7) Drug 1: CC1C(C(CC(O1)OC2CC(CC3=C2C(=C4C(=C3O)C(=O)C5=C(C4=O)C(=CC=C5)OC)O)(C(=O)CO)O)N)O.Cl. Drug 2: CN(CCCl)CCCl.Cl. Cell line: U251. Synergy scores: CSS=60.4, Synergy_ZIP=-7.01, Synergy_Bliss=-4.39, Synergy_Loewe=-4.74, Synergy_HSA=-1.47. (8) Drug 1: CN1CCC(CC1)COC2=C(C=C3C(=C2)N=CN=C3NC4=C(C=C(C=C4)Br)F)OC. Drug 2: C1=NC2=C(N=C(N=C2N1C3C(C(C(O3)CO)O)F)Cl)N. Cell line: MCF7. Synergy scores: CSS=9.28, Synergy_ZIP=-4.62, Synergy_Bliss=1.21, Synergy_Loewe=-5.07, Synergy_HSA=1.16.